This data is from Reaction yield outcomes from USPTO patents with 853,638 reactions. The task is: Predict the reaction yield, written as a fraction of the theoretical maximum amount of product (1.0 means a 100% yield; for example, 0.34 means a 34% yield). (1) The reactants are CON(C)[C:4](=[O:20])[C:5]1[CH:10]=[CH:9][C:8]([C:11]2[CH:15]=[C:14]([C:16]([F:19])([F:18])[F:17])[O:13][N:12]=2)=[CH:7][CH:6]=1.[CH:22]1([Mg]Br)[CH2:27][CH2:26][CH2:25][CH2:24][CH2:23]1. The catalyst is C1COCC1. The product is [CH:22]1([C:4]([C:5]2[CH:6]=[CH:7][C:8]([C:11]3[CH:15]=[C:14]([C:16]([F:17])([F:18])[F:19])[O:13][N:12]=3)=[CH:9][CH:10]=2)=[O:20])[CH2:27][CH2:26][CH2:25][CH2:24][CH2:23]1. The yield is 0.250. (2) The reactants are C[Si]([N-][Si](C)(C)C)(C)C.[K+].C[Si]([N-][Si](C)(C)C)(C)C.[K+].C1COCC1.[CH3:26][C:27]#[N:28].F[C:30]1[N:35]=[CH:34][C:33]([C:36]2[CH:50]=[CH:49][C:39]([O:40][CH2:41][CH2:42][N:43]3[CH2:48][CH2:47][O:46][CH2:45][CH2:44]3)=[CH:38][CH:37]=2)=[CH:32][CH:31]=1. The catalyst is C1COCC1. The product is [O:46]1[CH2:47][CH2:48][N:43]([CH2:42][CH2:41][O:40][C:39]2[CH:49]=[CH:50][C:36]([C:33]3[CH:32]=[CH:31][C:30]([CH2:26][C:27]#[N:28])=[N:35][CH:34]=3)=[CH:37][CH:38]=2)[CH2:44][CH2:45]1. The yield is 0.760. (3) The reactants are [Cl:1][C:2]1[CH:7]=[CH:6][C:5]([C:8]2[C:12]([CH2:13][O:14][C:15]3[CH:23]=[CH:22][C:18]([C:19]([OH:21])=O)=[CH:17][N:16]=3)=[CH:11][O:10][N:9]=2)=[CH:4][CH:3]=1.[NH2:24][C:25]([CH3:29])([CH3:28])[CH2:26][OH:27]. No catalyst specified. The product is [Cl:1][C:2]1[CH:3]=[CH:4][C:5]([C:8]2[C:12]([CH2:13][O:14][C:15]3[CH:23]=[CH:22][C:18]([C:19]([NH:24][C:25]([CH3:29])([CH3:28])[CH2:26][OH:27])=[O:21])=[CH:17][N:16]=3)=[CH:11][O:10][N:9]=2)=[CH:6][CH:7]=1. The yield is 0.450. (4) The reactants are C1(P(C2C=CC=CC=2)C2C=CC=CC=2)C=CC=CC=1.[OH:20][C:21]1[CH:22]=[C:23]([CH3:28])[CH:24]=[C:25]([OH:27])[CH:26]=1.[C:29]([C:31]1[CH:36]=[CH:35][C:34]([CH2:37][CH2:38]O)=[CH:33][CH:32]=1)#[N:30].CCOC(/N=N/C(OCC)=O)=O. The catalyst is C1COCC1. The product is [C:29]([C:31]1[CH:36]=[CH:35][C:34]([CH2:37][CH2:38][O:20][C:21]2[CH:26]=[C:25]([OH:27])[CH:24]=[C:23]([CH3:28])[CH:22]=2)=[CH:33][CH:32]=1)#[N:30]. The yield is 0.370. (5) The reactants are [CH:1]([C:3]1[NH:4][C:5]2[C:10]([CH:11]=1)=[CH:9][C:8]([C:12]#[N:13])=[CH:7][CH:6]=2)=[O:2].C1COCC1.[CH3:19][C:20]([O:23][C:24](O[C:24]([O:23][C:20]([CH3:22])([CH3:21])[CH3:19])=[O:25])=[O:25])([CH3:22])[CH3:21]. The catalyst is CC#N.CN(C1C=CN=CC=1)C. The product is [C:20]([O:23][C:24]([N:4]1[C:5]2[C:10](=[CH:9][C:8]([C:12]#[N:13])=[CH:7][CH:6]=2)[CH:11]=[C:3]1[CH:1]=[O:2])=[O:25])([CH3:22])([CH3:21])[CH3:19]. The yield is 0.450. (6) The reactants are C1(P(C2C=CC=CC=2)C2C=CC=CC=2)C=CC=CC=1.[Br:20][C:21]1[CH:22]=[C:23]([CH:26]=[CH:27][C:28]=1[OH:29])[CH:24]=[O:25].O[CH2:31][CH2:32][N:33]1[CH2:38][CH2:37][O:36][CH2:35][CH2:34]1.CCOC(/N=N/C(OCC)=O)=O. The catalyst is O1CCCC1. The product is [O:36]1[CH2:37][CH2:38][N:33]([CH2:32][CH2:31][O:29][C:28]2[CH:27]=[CH:26][C:23]([CH:24]=[O:25])=[CH:22][C:21]=2[Br:20])[CH2:34][CH2:35]1. The yield is 0.560.